Dataset: Full USPTO retrosynthesis dataset with 1.9M reactions from patents (1976-2016). Task: Predict the reactants needed to synthesize the given product. (1) Given the product [CH2:1]([O:8][C:9]([N:11]1[CH2:15][C:14](=[CH2:16])[C@:13]([NH:23][C:45]([O:47][C:48]([CH3:51])([CH3:50])[CH3:49])=[O:46])([CH3:20])[CH2:12]1)=[O:10])[C:2]1[CH:3]=[CH:4][CH:5]=[CH:6][CH:7]=1, predict the reactants needed to synthesize it. The reactants are: [CH2:1]([O:8][C:9]([N:11]1[CH2:15][C:14](=[CH2:16])[C@@:13]([CH3:20])(C(O)=O)[CH2:12]1)=[O:10])[C:2]1[CH:7]=[CH:6][CH:5]=[CH:4][CH:3]=1.C([N:23](CC)CC)C.C1(P(N=[N+]=[N-])(C2C=CC=CC=2)=O)C=CC=CC=1.[C:45](O[C:45]([O:47][C:48]([CH3:51])([CH3:50])[CH3:49])=[O:46])([O:47][C:48]([CH3:51])([CH3:50])[CH3:49])=[O:46]. (2) Given the product [CH3:1][O:2][C:3](=[O:39])[CH2:4][C:5]1[CH:10]=[CH:9][CH:8]=[CH:7][C:6]=1[CH2:11][CH2:12][C:13]1[C:18]([CH3:19])=[CH:17][N:16]=[C:15]([NH:20][C:21]2[CH:22]=[N:23][N:24]([CH:26]3[CH2:27][CH2:28][N:29]([C:32]([O:34][C:35]([CH3:36])([CH3:37])[CH3:38])=[O:33])[CH2:30][CH2:31]3)[CH:25]=2)[N:14]=1, predict the reactants needed to synthesize it. The reactants are: [CH3:1][O:2][C:3](=[O:39])[CH2:4][C:5]1[CH:10]=[CH:9][CH:8]=[CH:7][C:6]=1[C:11]#[C:12][C:13]1[C:18]([CH3:19])=[CH:17][N:16]=[C:15]([NH:20][C:21]2[CH:22]=[N:23][N:24]([CH:26]3[CH2:31][CH2:30][N:29]([C:32]([O:34][C:35]([CH3:38])([CH3:37])[CH3:36])=[O:33])[CH2:28][CH2:27]3)[CH:25]=2)[N:14]=1. (3) Given the product [N:10]1[C:11]2[C:16](=[CH:15][CH:14]=[CH:13][CH:12]=2)[CH:17]=[CH:18][C:9]=1[N:19]1[CH2:24][CH2:23][CH:22]([OH:25])[CH2:21][CH2:20]1, predict the reactants needed to synthesize it. The reactants are: C(N(CC)CC)C.Cl[C:9]1[CH:18]=[CH:17][C:16]2[C:11](=[CH:12][CH:13]=[CH:14][CH:15]=2)[N:10]=1.[NH:19]1[CH2:24][CH2:23][CH:22]([OH:25])[CH2:21][CH2:20]1.